Dataset: Full USPTO retrosynthesis dataset with 1.9M reactions from patents (1976-2016). Task: Predict the reactants needed to synthesize the given product. (1) Given the product [OH:22][C:17]1[CH:18]=[CH:19][C:20]([C:13]2([C:1]3[CH:2]=[CH:3][C:6]([OH:23])=[C:5]([CH3:13])[CH:4]=3)[C:5]3[CH:4]=[CH:9][CH:8]=[CH:7][C:6]=3[C:11]3[C:12]2=[CH:1][CH:2]=[CH:3][CH:10]=3)=[CH:21][C:16]=1[CH3:15], predict the reactants needed to synthesize it. The reactants are: [C:1]1(=O)[C:13]2[C:5]([C:6]3[C:11]([CH:12]=2)=[CH:10][CH:9]=[CH:8][CH:7]=3)=[CH:4][CH:3]=[CH:2]1.[CH3:15][C:16]1[CH:21]=[CH:20][CH:19]=[CH:18][C:17]=1[OH:22].[OH-:23].[Na+]. (2) Given the product [I:1][C:2]1[CH:9]=[CH:8][C:5]([CH2:6][N:10]2[CH2:15][CH2:14][CH:13]([C:16]([OH:19])([CH3:18])[CH3:17])[CH2:12][CH2:11]2)=[CH:4][CH:3]=1, predict the reactants needed to synthesize it. The reactants are: [I:1][C:2]1[CH:9]=[CH:8][C:5]([CH2:6]Br)=[CH:4][CH:3]=1.[NH:10]1[CH2:15][CH2:14][CH:13]([C:16]([OH:19])([CH3:18])[CH3:17])[CH2:12][CH2:11]1. (3) Given the product [Cl:1][C:2]1[CH:9]=[CH:8][C:5]([C:6]#[N:7])=[C:4]([C:10]2[C:15]([CH:16]([F:17])[F:18])=[CH:14][N:13]([CH:21]([CH3:25])[C:22]([OH:24])=[O:23])[C:12](=[O:19])[CH:11]=2)[CH:3]=1, predict the reactants needed to synthesize it. The reactants are: [Cl:1][C:2]1[CH:9]=[CH:8][C:5]([C:6]#[N:7])=[C:4]([C:10]2[C:15]([CH:16]([F:18])[F:17])=[CH:14][NH:13][C:12](=[O:19])[CH:11]=2)[CH:3]=1.Br[CH:21]([CH3:25])[C:22]([OH:24])=[O:23]. (4) Given the product [CH3:30][S:27]([C:19]1[CH:18]=[C:17]([CH:22]=[C:21]([C:23]([F:25])([F:26])[F:24])[CH:20]=1)[C:16]([N:15]([CH3:32])[C:9]1[CH:10]=[N:11][C:12]([CH3:14])=[CH:13][C:8]=1[C:3]1[CH:4]=[CH:5][CH:6]=[CH:7][C:2]=1[O:1][CH2:50][CH:51]1[CH2:54][O:53][CH2:52]1)=[O:31])(=[O:29])=[O:28], predict the reactants needed to synthesize it. The reactants are: [OH:1][C:2]1[CH:7]=[CH:6][CH:5]=[CH:4][C:3]=1[C:8]1[CH:13]=[C:12]([CH3:14])[N:11]=[CH:10][C:9]=1[N:15]([CH3:32])[C:16](=[O:31])[C:17]1[CH:22]=[C:21]([C:23]([F:26])([F:25])[F:24])[CH:20]=[C:19]([S:27]([CH3:30])(=[O:29])=[O:28])[CH:18]=1.C([O-])([O-])=O.[K+].[K+].CC1C=CC(S(O[CH2:50][CH:51]2[CH2:54][O:53][CH2:52]2)(=O)=O)=CC=1.C([O-])(O)=O.[Na+]. (5) Given the product [NH2:1][C:2]1[N:7]=[C:6]([O:31][CH2:30][CH2:29][F:28])[C:5]([C:12]2[CH:13]=[CH:14][C:15](=[O:21])[N:16]([CH:18]([CH3:20])[CH3:19])[N:17]=2)=[C:4]([C:22]2[CH:27]=[CH:26][CH:25]=[CH:24][CH:23]=2)[N:3]=1, predict the reactants needed to synthesize it. The reactants are: [NH2:1][C:2]1[N:7]=[C:6](S(C)(=O)=O)[C:5]([C:12]2[CH:13]=[CH:14][C:15](=[O:21])[N:16]([CH:18]([CH3:20])[CH3:19])[N:17]=2)=[C:4]([C:22]2[CH:27]=[CH:26][CH:25]=[CH:24][CH:23]=2)[N:3]=1.[F:28][CH2:29][CH2:30][OH:31]. (6) Given the product [Br:1][C:2]1[CH:10]=[CH:9][CH:8]=[CH:7][C:3]=1[C:4](=[O:5])[CH2:14][CH2:15][CH2:16][CH2:17][CH2:10][CH2:2][CH2:3][CH3:4], predict the reactants needed to synthesize it. The reactants are: [Br:1][C:2]1[CH:10]=[CH:9][CH:8]=[CH:7][C:3]=1[C:4](Cl)=[O:5].[Cl-].[NH4+].O1[CH2:17][CH2:16][CH2:15][CH2:14]1. (7) The reactants are: [C:1]([O:5][C:6](=[O:34])[NH:7][C@H:8]([C:10](=[O:33])[NH:11][C@@H:12]([CH2:25][C:26]1[CH:31]=[CH:30][CH:29]=[C:28]([OH:32])[CH:27]=1)[C@@H:13]([OH:24])[CH2:14][C@H:15]([C:17](=[O:23])[NH:18][CH2:19][CH2:20][CH2:21][CH3:22])[CH3:16])[CH3:9])([CH3:4])([CH3:3])[CH3:2].[C:35]([O:39][C:40](=[O:46])[CH2:41][CH2:42][CH2:43][CH2:44]Br)([CH3:38])([CH3:37])[CH3:36].O.[I-].[K+]. Given the product [C:35]([O:39][C:40](=[O:46])[CH2:41][CH2:42][CH2:43][CH2:44][O:32][C:28]1[CH:29]=[CH:30][CH:31]=[C:26]([CH2:25][C@H:12]([NH:11][C:10](=[O:33])[C@@H:8]([NH:7][C:6]([O:5][C:1]([CH3:4])([CH3:3])[CH3:2])=[O:34])[CH3:9])[C@@H:13]([OH:24])[CH2:14][C@H:15]([C:17](=[O:23])[NH:18][CH2:19][CH2:20][CH2:21][CH3:22])[CH3:16])[CH:27]=1)([CH3:38])([CH3:37])[CH3:36], predict the reactants needed to synthesize it. (8) Given the product [Br:1][C:2]1[CH:14]=[CH:13][C:12]2[C:11]3[C:6](=[CH:7][C:8]([Br:15])=[CH:9][CH:10]=3)[C:5]([CH2:17][CH2:18][CH2:19][CH2:20][NH2:21])([CH3:16])[C:4]=2[CH:3]=1, predict the reactants needed to synthesize it. The reactants are: [Br:1][C:2]1[CH:14]=[CH:13][C:12]2[C:11]3[C:6](=[CH:7][C:8]([Br:15])=[CH:9][CH:10]=3)[C:5]([CH2:17][CH2:18][CH2:19][CH2:20][N:21]3C(=O)C4C(=CC=CC=4)C3=O)([CH3:16])[C:4]=2[CH:3]=1.O.NN.Cl.ClCCl. (9) Given the product [CH3:1][O:2][C:3]1[CH:4]=[CH:5][C:6]2[O:10][C:9]([CH:11]([NH:18][C:19]3[CH:20]=[CH:21][C:22]([C:23]([OH:25])=[O:24])=[CH:27][CH:28]=3)[C:12]3[CH:13]=[CH:14][CH:15]=[CH:16][CH:17]=3)=[C:8]([CH3:29])[C:7]=2[CH:30]=1, predict the reactants needed to synthesize it. The reactants are: [CH3:1][O:2][C:3]1[CH:4]=[CH:5][C:6]2[O:10][C:9]([CH:11]([NH:18][C:19]3[CH:28]=[CH:27][C:22]([C:23]([O:25]C)=[O:24])=[CH:21][CH:20]=3)[C:12]3[CH:17]=[CH:16][CH:15]=[CH:14][CH:13]=3)=[C:8]([CH3:29])[C:7]=2[CH:30]=1.O1CCCC1.[OH-].[Na+].